Dataset: Reaction yield outcomes from USPTO patents with 853,638 reactions. Task: Predict the reaction yield, written as a fraction of the theoretical maximum amount of product (1.0 means a 100% yield; for example, 0.34 means a 34% yield). (1) The reactants are CC1C=CC(S(O)(=O)=O)=CC=1.[Br:12][C:13]1[CH:14]=[N:15][CH:16]=[CH:17][C:18]=1[C:19]1(O)[CH2:23][CH2:22][CH2:21][CH2:20]1.C(OCC)(=O)C. The yield is 0.730. The product is [Br:12][C:13]1[CH:14]=[N:15][CH:16]=[CH:17][C:18]=1[C:19]1[CH2:23][CH2:22][CH2:21][CH:20]=1. The catalyst is C1(C)C=CC=CC=1.CCCCCC. (2) The reactants are BrC1[S:18][C:5]2[C:6]3[S:14][C:13]4[C:12]5[S:15][CH:16]=[CH:17][C:11]=5[S:10][C:9]=4[C:7]=3[S:8][C:4]=2[C:3]=1[CH2:19][CH2:20][CH2:21][CH2:22][CH2:23][CH2:24][CH2:25][CH2:26][CH2:27][CH3:28].[CH:29]#[C:30][CH2:31][CH2:32][CH2:33][CH2:34][CH2:35][CH2:36][CH2:37][CH3:38].[CH2:39](N(CC)CC)C. The catalyst is C1C=CC([P]([Pd]([P](C2C=CC=CC=2)(C2C=CC=CC=2)C2C=CC=CC=2)([P](C2C=CC=CC=2)(C2C=CC=CC=2)C2C=CC=CC=2)[P](C2C=CC=CC=2)(C2C=CC=CC=2)C2C=CC=CC=2)(C2C=CC=CC=2)C2C=CC=CC=2)=CC=1.[Cu]I. The product is [C:30]([C:29]1[S:18][C:5]2[C:6]3[S:14][C:13]4[C:12]5[S:15][CH:16]=[CH:17][C:11]=5[S:10][C:9]=4[C:7]=3[S:8][C:4]=2[C:3]=1[CH2:19][CH2:20][CH2:21][CH2:22][CH2:23][CH2:24][CH2:25][CH2:26][CH2:27][CH3:28])#[C:31][CH2:32][CH2:33][CH2:34][CH2:35][CH2:36][CH2:37][CH2:38][CH3:39]. The yield is 0.902. (3) The reactants are N1C=CC=CC=1.[C:7]([Br:11])(Br)(Br)Br.C1(P(C2C=CC=CC=2)C2C=CC=CC=2)C=CC=CC=1.[C:31]([O:35][C:36]([N:38]1[CH2:43][CH2:42][CH:41]([CH2:44][CH:45]([CH2:48][CH:49]2[CH2:54][CH2:53][N:52]([C:55]([O:57][C:58]([CH3:61])([CH3:60])[CH3:59])=[O:56])[CH2:51][CH2:50]2)CO)[CH2:40][CH2:39]1)=[O:37])([CH3:34])([CH3:33])[CH3:32]. The catalyst is C(OCC)C. The product is [C:58]([O:57][C:55]([N:52]1[CH2:51][CH2:50][CH:49]([CH2:48][CH:45]([CH2:7][Br:11])[CH2:44][CH:41]2[CH2:42][CH2:43][N:38]([C:36]([O:35][C:31]([CH3:34])([CH3:33])[CH3:32])=[O:37])[CH2:39][CH2:40]2)[CH2:54][CH2:53]1)=[O:56])([CH3:61])([CH3:60])[CH3:59]. The yield is 0.860. (4) The reactants are [CH3:1][O:2][C:3]1[C:12]([NH:13][C:14](=[O:22])OC2C=CC=CC=2)=[CH:11][C:10]2[C:5](=[CH:6][CH:7]=[CH:8][CH:9]=2)[CH:4]=1.[Cl:23][C:24]1[CH:25]=[C:26]([N:31]2[CH2:36][CH2:35][NH:34][CH2:33][CH2:32]2)[CH:27]=[C:28]([Cl:30])[CH:29]=1. No catalyst specified. The product is [CH3:1][O:2][C:3]1[C:12]([NH:13][C:14]([N:34]2[CH2:33][CH2:32][N:31]([C:26]3[CH:25]=[C:24]([Cl:23])[CH:29]=[C:28]([Cl:30])[CH:27]=3)[CH2:36][CH2:35]2)=[O:22])=[CH:11][C:10]2[C:5](=[CH:6][CH:7]=[CH:8][CH:9]=2)[CH:4]=1. The yield is 0.767. (5) The reactants are [C:1]1([CH:7]2[C:16]3[C:11]4=[C:12]([CH:18]([C:21]5[CH:26]=[CH:25][CH:24]=[CH:23][CH:22]=5)[CH2:19][CH2:20][N:10]4[CH2:9][CH2:8]2)[CH:13]=[C:14]([NH2:17])[CH:15]=3)[CH:6]=[CH:5][CH:4]=[CH:3][CH:2]=1.[CH2:27]([N:29]=[C:30]=[O:31])[CH3:28]. The catalyst is ClCCl. The product is [C:21]1([CH:18]2[C:12]3[C:11]4=[C:16]([CH:7]([C:1]5[CH:2]=[CH:3][CH:4]=[CH:5][CH:6]=5)[CH2:8][CH2:9][N:10]4[CH2:20][CH2:19]2)[CH:15]=[C:14]([NH:17][C:30]([NH:29][CH2:27][CH3:28])=[O:31])[CH:13]=3)[CH:26]=[CH:25][CH:24]=[CH:23][CH:22]=1. The yield is 0.970. (6) The yield is 0.824. The reactants are [C:1]([C:4]1[C:5]2[CH:12]=[C:11]([O:13][S:14]([C:17]3[CH:22]=[CH:21][CH:20]=[CH:19][CH:18]=3)(=[O:16])=[O:15])[CH:10]=[CH:9][C:6]=2[S:7][CH:8]=1)(=[O:3])C.C1(S(OC2C=CC(SCC#C)=CC=2)(=O)=[O:30])C=CC=CC=1.Cl[O-].[Na+].Cl. The product is [C:17]1([S:14]([O:13][C:11]2[CH:10]=[CH:9][C:6]3[S:7][CH:8]=[C:4]([C:1]([OH:30])=[O:3])[C:5]=3[CH:12]=2)(=[O:15])=[O:16])[CH:18]=[CH:19][CH:20]=[CH:21][CH:22]=1. The catalyst is O1CCOCC1. (7) The reactants are [CH3:1][O:2][C:3]([C:5]1[S:6][CH:7]=[C:8](C)[C:9]=1[NH2:10])=[O:4].[F:12][C:13]([F:24])([F:23])[C:14](O[C:14](=[O:15])[C:13]([F:24])([F:23])[F:12])=[O:15].N1C=CC=CC=1.Cl. The catalyst is C(Cl)Cl. The product is [CH3:1][O:2][C:3]([C:5]1[S:6][CH:7]=[CH:8][C:9]=1[NH:10][C:14](=[O:15])[C:13]([F:24])([F:23])[F:12])=[O:4]. The yield is 0.950. (8) The reactants are S(=O)(=O)(O)O.O=[C:7]([CH3:25])[CH2:8][NH:9][C:10](=[O:24])[C:11]([NH:13][C:14]1[CH:19]=[CH:18][CH:17]=[C:16]([C:20]([F:23])([F:22])[F:21])[CH:15]=1)=[O:12]. No catalyst specified. The product is [CH3:25][C:7]1[N:13]([C:14]2[CH:19]=[CH:18][CH:17]=[C:16]([C:20]([F:23])([F:22])[F:21])[CH:15]=2)[C:11](=[O:12])[C:10](=[O:24])[NH:9][CH:8]=1. The yield is 0.900. (9) The reactants are [OH:1][C@H:2]1[C:7]2[CH:8]=[CH:9][S:10][C:6]=2[S:5](=[O:12])(=[O:11])[NH:4][CH2:3]1.C(=O)([O-])[O-].[K+].[K+].Br[CH2:20][CH2:21][CH2:22][O:23][CH3:24]. The catalyst is CC(C)=O.C(OCC)(=O)C. The product is [OH:1][C@H:2]1[C:7]2[CH:8]=[CH:9][S:10][C:6]=2[S:5](=[O:12])(=[O:11])[N:4]([CH2:20][CH2:21][CH2:22][O:23][CH3:24])[CH2:3]1. The yield is 0.860. (10) The reactants are Cl[C:2]1[N:7]=[N:6][C:5]2[O:8][CH2:9][CH2:10][O:11][C:4]=2[CH:3]=1.[CH2:12]([CH2:15]OC)OC. No catalyst specified. The product is [CH:12]([C:2]1[N:7]=[N:6][C:5]2[O:8][CH2:9][CH2:10][O:11][C:4]=2[CH:3]=1)=[CH2:15]. The yield is 0.500.